From a dataset of Reaction yield outcomes from USPTO patents with 853,638 reactions. Predict the reaction yield, written as a fraction of the theoretical maximum amount of product (1.0 means a 100% yield; for example, 0.34 means a 34% yield). The reactants are [F:1][C:2]1[CH:7]=[CH:6][C:5]([F:8])=[CH:4][C:3]=1[C:9]1[N:13]=[C:12]([C@H:14]([N:19]([CH2:30][C@H:31]2[C@@H:35]([F:36])[CH2:34][N:33](C(OCC3C=CC=CC=3)=O)[CH2:32]2)[C:20]([N:22]2[CH2:27][C@@H:26]([CH3:28])[O:25][C@@H:24]([CH3:29])[CH2:23]2)=[O:21])[C:15]([CH3:18])([CH3:17])[CH3:16])[N:11]([CH2:47][C:48]2[CH:53]=[CH:52][CH:51]=[C:50]([F:54])[CH:49]=2)[N:10]=1. The catalyst is C(O)C.[Pd]. The product is [F:1][C:2]1[CH:7]=[CH:6][C:5]([F:8])=[CH:4][C:3]=1[C:9]1[N:13]=[C:12]([C@H:14]([N:19]([CH2:30][C@H:31]2[C@@H:35]([F:36])[CH2:34][NH:33][CH2:32]2)[C:20]([N:22]2[CH2:23][C@@H:24]([CH3:29])[O:25][C@@H:26]([CH3:28])[CH2:27]2)=[O:21])[C:15]([CH3:17])([CH3:16])[CH3:18])[N:11]([CH2:47][C:48]2[CH:53]=[CH:52][CH:51]=[C:50]([F:54])[CH:49]=2)[N:10]=1. The yield is 0.630.